From a dataset of Full USPTO retrosynthesis dataset with 1.9M reactions from patents (1976-2016). Predict the reactants needed to synthesize the given product. Given the product [O:9]1[C:3]2([CH2:8][CH2:7][CH2:6][CH2:5][CH2:4]2)[CH2:2][NH:1][C:10]1=[O:14], predict the reactants needed to synthesize it. The reactants are: [NH2:1][CH2:2][C:3]1([OH:9])[CH2:8][CH2:7][CH2:6][CH2:5][CH2:4]1.[C:10]([O:14]C(OC(OC(C)(C)C)=O)=O)(C)(C)C.